From a dataset of Full USPTO retrosynthesis dataset with 1.9M reactions from patents (1976-2016). Predict the reactants needed to synthesize the given product. (1) Given the product [N:37]1[CH:38]=[CH:39][CH:40]=[CH:41][C:36]=1[N:34]1[C:6]([N:8]2[CH2:9][CH2:10][N:11]([C:14]([O:16][CH2:17][C:18]3[CH:19]=[CH:20][CH:21]=[CH:22][CH:23]=3)=[O:15])[CH2:12][CH2:13]2)=[CH:5][CH:4]=[N:35]1, predict the reactants needed to synthesize it. The reactants are: C(O[CH:4](OCC)[CH2:5][C:6]([N:8]1[CH2:13][CH2:12][N:11]([C:14]([O:16][CH2:17][C:18]2[CH:23]=[CH:22][CH:21]=[CH:20][CH:19]=2)=[O:15])[CH2:10][CH2:9]1)=O)C.FC(F)(F)C(O)=O.[NH:34]([C:36]1[CH:41]=[CH:40][CH:39]=[CH:38][N:37]=1)[NH2:35].CS(O)(=O)=O.P(Cl)(Cl)(Cl)=O. (2) Given the product [Br:20][C:17]1[CH:18]=[CH:19][C:14]([NH:13][C:12]2[CH:11]=[N:10][CH:9]=[C:8]3[S:21][C:5]([C:3]([NH2:23])=[O:2])=[C:6]([CH3:22])[C:7]=23)=[CH:15][CH:16]=1, predict the reactants needed to synthesize it. The reactants are: C[O:2][C:3]([C:5]1[S:21][C:8]2=[CH:9][N:10]=[CH:11][C:12]([NH:13][C:14]3[CH:19]=[CH:18][C:17]([Br:20])=[CH:16][CH:15]=3)=[C:7]2[C:6]=1[CH3:22])=O.[NH3:23].CO. (3) Given the product [CH2:13]([C:17]1[CH:22]=[CH:21][CH:20]=[C:19]([CH2:23][Cl:12])[CH:18]=1)[CH2:14][CH:15]=[CH2:16], predict the reactants needed to synthesize it. The reactants are: C(N(CC)CC)C.CS([Cl:12])(=O)=O.[CH2:13]([C:17]1[CH:18]=[C:19]([CH2:23]O)[CH:20]=[CH:21][CH:22]=1)[CH2:14][CH:15]=[CH2:16].C([O-])(O)=O.[Na+]. (4) The reactants are: Br[C:2]1[S:3][C:4]([N:12]([CH2:19][CH3:20])[CH:13]2[CH2:18][CH2:17][O:16][CH2:15][CH2:14]2)=[C:5]([CH3:11])[C:6]=1[C:7]([O:9][CH3:10])=[O:8].C([O-])([O-])=O.[Cs+].[Cs+].CC1(C)C(C)(C)OB([C:35]2[CH2:36][N:37]([C:40]([O:42][C:43]([CH3:46])([CH3:45])[CH3:44])=[O:41])[CH2:38][CH:39]=2)O1. Given the product [CH2:19]([N:12]([CH:13]1[CH2:18][CH2:17][O:16][CH2:15][CH2:14]1)[C:4]1[S:3][C:2]([C:39]2[CH2:38][N:37]([C:40]([O:42][C:43]([CH3:46])([CH3:45])[CH3:44])=[O:41])[CH2:36][CH:35]=2)=[C:6]([C:7]([O:9][CH3:10])=[O:8])[C:5]=1[CH3:11])[CH3:20], predict the reactants needed to synthesize it. (5) Given the product [Cl:1][C:2]1[C:3]([F:49])=[C:4]([C@@H:8]2[C@:12]([C:15]3[CH:20]=[CH:19][C:18]([Cl:21])=[CH:17][C:16]=3[F:22])([C:13]#[N:14])[C@H:11]([CH2:23][C:24]([CH3:25])([CH3:26])[CH3:27])[NH:10][C@H:9]2[C:28]([N:30]2[CH2:35][CH2:34][N:33]([CH2:36][C:37]([NH:39][CH2:40][CH2:41][C@H:42]([OH:43])[CH2:46][OH:45])=[O:38])[CH2:32][CH2:31]2)=[O:29])[CH:5]=[CH:6][CH:7]=1, predict the reactants needed to synthesize it. The reactants are: [Cl:1][C:2]1[C:3]([F:49])=[C:4]([C@@H:8]2[C@:12]([C:15]3[CH:20]=[CH:19][C:18]([Cl:21])=[CH:17][C:16]=3[F:22])([C:13]#[N:14])[C@H:11]([CH2:23][C:24]([CH3:27])([CH3:26])[CH3:25])[NH:10][C@H:9]2[C:28]([N:30]2[CH2:35][CH2:34][N:33]([CH2:36][C:37]([NH:39][CH2:40][CH2:41][C@H:42]3[CH2:46][O:45]C(C)(C)[O:43]3)=[O:38])[CH2:32][CH2:31]2)=[O:29])[CH:5]=[CH:6][CH:7]=1. (6) The reactants are: C([O-])C.[Na+].[F:5][C:6]1[CH:11]=[CH:10][C:9]([OH:12])=[CH:8][CH:7]=1.Cl[CH2:14][CH2:15][CH2:16][C:17]([O:19][CH2:20][CH3:21])=[O:18]. Given the product [CH2:20]([O:19][C:17](=[O:18])[CH2:16][CH2:15][CH2:14][O:12][C:9]1[CH:10]=[CH:11][C:6]([F:5])=[CH:7][CH:8]=1)[CH3:21], predict the reactants needed to synthesize it. (7) Given the product [CH:21]1([C@H:2]2[C:3]([C:5]3[CH:6]=[CH:7][C:8]([O:11][CH3:12])=[CH:9][CH:10]=3)([C:13]3[CH:18]=[CH:17][C:16]([O:19][CH3:20])=[CH:15][CH:14]=3)[O:4][B:29]([O:28][CH3:27])[NH:1]2)[CH2:26][CH2:25][CH2:24][CH2:23][CH2:22]1, predict the reactants needed to synthesize it. The reactants are: [NH2:1][C@@H:2]([CH:21]1[CH2:26][CH2:25][CH2:24][CH2:23][CH2:22]1)[C:3]([C:13]1[CH:18]=[CH:17][C:16]([O:19][CH3:20])=[CH:15][CH:14]=1)([C:5]1[CH:10]=[CH:9][C:8]([O:11][CH3:12])=[CH:7][CH:6]=1)[OH:4].[CH3:27][O:28][B:29](OC)OC.